This data is from Full USPTO retrosynthesis dataset with 1.9M reactions from patents (1976-2016). The task is: Predict the reactants needed to synthesize the given product. (1) The reactants are: [NH2:1][C:2]1[CH:7]=[CH:6][C:5]([OH:8])=[CH:4][C:3]=1[Cl:9].[H-].[Na+].Cl[C:13]1[C:22]2[C:17](=[CH:18][C:19]([O:27][CH3:28])=[C:20]([C:23]([O:25][CH3:26])=[O:24])[CH:21]=2)[N:16]=[CH:15][CH:14]=1.C(OCC)(=O)C. Given the product [NH2:1][C:2]1[CH:7]=[CH:6][C:5]([O:8][C:13]2[C:22]3[C:17](=[CH:18][C:19]([O:27][CH3:28])=[C:20]([C:23]([O:25][CH3:26])=[O:24])[CH:21]=3)[N:16]=[CH:15][CH:14]=2)=[CH:4][C:3]=1[Cl:9], predict the reactants needed to synthesize it. (2) Given the product [Br:8][C:9]1[CH:10]=[C:11]([CH3:26])[C:12]([CH2:16]/[CH:17]=[CH:18]/[C:19]([OH:21])=[O:20])=[C:13]([CH3:15])[CH:14]=1, predict the reactants needed to synthesize it. The reactants are: C(O)(C(F)(F)F)=O.[Br:8][C:9]1[CH:14]=[C:13]([CH3:15])[C:12]([CH2:16]/[CH:17]=[CH:18]/[C:19]([O:21]C(C)(C)C)=[O:20])=[C:11]([CH3:26])[CH:10]=1. (3) The reactants are: [CH3:1][O:2][C:3]1[CH:4]=[C:5]([CH:10]=[CH:11][C:12]=1[O:13][CH3:14])[C:6]([O:8][CH3:9])=[O:7].[Br:15]Br. Given the product [CH3:9][O:8][C:6](=[O:7])[C:5]1[CH:4]=[C:3]([O:2][CH3:1])[C:12]([O:13][CH3:14])=[CH:11][C:10]=1[Br:15], predict the reactants needed to synthesize it. (4) Given the product [Br:1][C:2]1[CH:10]=[CH:9][C:8]([F:11])=[C:7]2[C:3]=1[C:4]1[CH2:15][CH2:14][O:13][C:12]([CH2:19][CH2:20][O:21][Si:27]([C:30]([CH3:33])([CH3:32])[CH3:31])([CH3:29])[CH3:28])([CH2:16][CH2:17][CH3:18])[C:5]=1[NH:6]2, predict the reactants needed to synthesize it. The reactants are: [Br:1][C:2]1[CH:10]=[CH:9][C:8]([F:11])=[C:7]2[C:3]=1[C:4]1[CH2:15][CH2:14][O:13][C:12]([CH2:19][CH2:20][OH:21])([CH2:16][CH2:17][CH3:18])[C:5]=1[NH:6]2.N1C=CN=C1.[Si:27](Cl)([C:30]([CH3:33])([CH3:32])[CH3:31])([CH3:29])[CH3:28]. (5) Given the product [N:5]1[CH:6]=[CH:7][CH:8]=[CH:9][C:4]=1[C:1](=[O:3])[CH2:2][C:10](=[O:15])[C:11]([O:13][CH3:14])=[O:12], predict the reactants needed to synthesize it. The reactants are: [C:1]([C:4]1[CH:9]=[CH:8][CH:7]=[CH:6][N:5]=1)(=[O:3])[CH3:2].[C:10](OC)(=[O:15])[C:11]([O:13][CH3:14])=[O:12].C[O-].[Na+].O. (6) The reactants are: [Br:1][C:2]1N=[CH:6][C:5]([O:8][C@H:9]2[CH2:13][O:12][CH2:11][C@H:10]2[NH:14][S:15]([CH:18]([CH3:20])[CH3:19])(=[O:17])=[O:16])=[CH:4][CH:3]=1.[CH3:21]S(O[C@H]1[C@H](OC2C=CC(Br)=CC=2)COC1)(=O)=O. Given the product [Br:1][C:2]1[CH:21]=[CH:6][C:5]([O:8][C@H:9]2[CH2:13][O:12][CH2:11][C@H:10]2[NH:14][S:15]([CH:18]([CH3:20])[CH3:19])(=[O:17])=[O:16])=[CH:4][CH:3]=1, predict the reactants needed to synthesize it. (7) Given the product [N:1]1([C:18]([O:20][CH3:21])=[O:19])[C:10]2[C:5](=[CH:6][CH:7]=[CH:8][CH:9]=2)[CH2:4][CH2:3][CH2:2]1, predict the reactants needed to synthesize it. The reactants are: [NH:1]1[C:10]2[C:5](=[CH:6][CH:7]=[CH:8][CH:9]=2)[CH2:4][CH2:3][CH2:2]1.C(=O)([O-])[O-].[K+].[K+].Cl[C:18]([O:20][CH3:21])=[O:19].O.